From a dataset of Catalyst prediction with 721,799 reactions and 888 catalyst types from USPTO. Predict which catalyst facilitates the given reaction. (1) Reactant: S([O-])([O-])(=O)=O.[Al+3].S([O-])([O-])(=O)=O.S([O-])([O-])(=O)=O.[Al+3].[O:18]=[C:19]([O-:30])[C@@H:20]([C@H:22]([C@@H:24]([C@@H:26]([CH2:28][OH:29])[OH:27])[OH:25])[OH:23])[OH:21].[K+].S([O-])([O-])(=O)=O.[Zn+2:37]. Product: [O:18]=[C:19]([O-:30])[C@@H:20]([C@H:22]([C@@H:24]([C@@H:26]([CH2:28][OH:29])[OH:27])[OH:25])[OH:23])[OH:21].[Zn+2:37].[O:18]=[C:19]([O-:30])[C@@H:20]([C@H:22]([C@@H:24]([C@@H:26]([CH2:28][OH:29])[OH:27])[OH:25])[OH:23])[OH:21]. The catalyst class is: 6. (2) Reactant: Cl.[CH3:2][C:3]([CH3:37])([CH3:36])[C@H:4]([NH:21][C:22](=[O:35])[C@@H:23]([NH:33][CH3:34])[C:24]([CH3:32])([C:26]1[CH:31]=[CH:30][CH:29]=[CH:28][CH:27]=1)[CH3:25])[C:5]([N:7]([CH3:20])[C@@H:8]([CH:17]([CH3:19])[CH3:18])/[CH:9]=[C:10](\[CH3:16])/[C:11]([O:13]CC)=[O:12])=[O:6].IC.[CH3:40]CN(C(C)C)C(C)C. The catalyst class is: 9. Product: [CH3:40][N:33]([CH3:34])[C@H:23]([C:22]([NH:21][C@H:4]([C:5]([N:7]([C@@H:8]([CH:17]([CH3:18])[CH3:19])/[CH:9]=[C:10](/[C:11]([OH:13])=[O:12])\[CH3:16])[CH3:20])=[O:6])[C:3]([CH3:37])([CH3:36])[CH3:2])=[O:35])[C:24]([CH3:25])([CH3:32])[C:26]1[CH:27]=[CH:28][CH:29]=[CH:30][CH:31]=1.